This data is from M1 muscarinic receptor antagonist screen with 61,756 compounds. The task is: Binary Classification. Given a drug SMILES string, predict its activity (active/inactive) in a high-throughput screening assay against a specified biological target. (1) The drug is O1CCN(CCCn2c3nc4n(c(=O)c3cc(c2=N)C(=O)NCc2ccccc2)cccc4C)CC1. The result is 1 (active). (2) The molecule is S(CC(=O)N1CCC(CC1)C(OC)=O)c1oc(nn1)c1ccncc1. The result is 0 (inactive). (3) The compound is Clc1ccc(CCNC(=O)C2CCCN(S(=O)(=O)c3[nH]cnc3)C2)cc1. The result is 0 (inactive). (4) The drug is S1C(Cc2nc(SCC(=O)N)n(c(=O)c12)Cc1ccccc1)C. The result is 0 (inactive).